From a dataset of Forward reaction prediction with 1.9M reactions from USPTO patents (1976-2016). Predict the product of the given reaction. (1) The product is: [Cl:1][C:2]1[CH:3]=[C:4]2[CH:9]=[N:28][NH:27][C:5]2=[N:6][CH:7]=1. Given the reactants [Cl:1][C:2]1[CH:3]=[C:4]([CH:9]2OC(C)(C)C(C)(C)O2)[C:5](F)=[N:6][CH:7]=1.C(N(CC)C(C)C)(C)C.[NH2:27][NH2:28].[OH-].[Na+], predict the reaction product. (2) The product is: [Br:1][CH2:2][C@:3]12[O:20][C@H:4]1[CH:5]=[C:6]([C:10]1[CH:15]=[CH:14][N:13]=[CH:12][C:11]=1[N+:16]([O-:18])=[O:17])[CH2:7][C@@H:8]2[CH3:9]. Given the reactants [Br:1][CH2:2][C@@:3]1([OH:20])[C@@H:8]([CH3:9])[CH2:7][C:6]([C:10]2[CH:15]=[CH:14][N:13]=[CH:12][C:11]=2[N+:16]([O-:18])=[O:17])=[CH:5][C@H:4]1O.CS(Cl)(=O)=O, predict the reaction product. (3) The product is: [C:24]([C:26]1[C:43]([N:67]2[CH2:68][CH2:69][N:64]([C:59]3[CH:60]=[CH:61][CH:62]=[CH:63][N:58]=3)[CH2:65][CH2:66]2)=[C:42]([F:45])[CH:41]=[C:28]2[C:27]=1[N:14]([C:11]1[CH:10]=[CH:9][C:8]([CH2:7][N:2]3[CH2:6][CH2:5][CH2:4][CH2:3]3)=[CH:13][CH:12]=1)[CH:37]=[C:31]([C:32]([O:34][CH2:35][CH3:36])=[O:33])[C:29]2=[O:30])#[N:25]. Given the reactants Cl.[N:2]1([CH2:7][C:8]2[CH:13]=[CH:12][C:11]([NH2:14])=[CH:10][CH:9]=2)[CH2:6][CH2:5][CH2:4][CH2:3]1.CCN(C(C)C)C(C)C.[C:24]([C:26]1[C:27](F)=[C:28]([CH:41]=[C:42]([F:45])[C:43]=1F)[C:29](/[C:31](=[CH:37]/OCC)/[C:32]([O:34][CH2:35][CH3:36])=[O:33])=[O:30])#[N:25].C1CCN2C(=NCCC2)CC1.[N:58]1[CH:63]=[CH:62][CH:61]=[CH:60][C:59]=1[N:64]1[CH2:69][CH2:68][NH:67][CH2:66][CH2:65]1, predict the reaction product. (4) Given the reactants [Si]([O:8][C@H:9]([C:23]1[CH:32]=[CH:31][C:30]([OH:33])=[C:29]2[C:24]=1[CH:25]=[CH:26][C:27](=[O:34])[NH:28]2)[CH2:10][NH:11][CH:12]1[CH2:17][CH2:16][N:15]([CH2:18][CH2:19][C:20]([OH:22])=O)[CH2:14][CH2:13]1)(C(C)(C)C)(C)C.CN(C(ON1N=NC2C=CC=NC1=2)=[N+](C)C)C.F[P-](F)(F)(F)(F)F.C(N(CC)CC)C.[Cl:66][C:67]1[CH:72]=[CH:71][CH:70]=[C:69]([CH3:73])[C:68]=1[CH2:74][NH2:75], predict the reaction product. The product is: [Cl:66][C:67]1[CH:72]=[CH:71][CH:70]=[C:69]([CH3:73])[C:68]=1[CH2:74][NH:75][C:20](=[O:22])[CH2:19][CH2:18][N:15]1[CH2:16][CH2:17][CH:12]([NH:11][CH2:10][C@H:9]([OH:8])[C:23]2[CH:32]=[CH:31][C:30]([OH:33])=[C:29]3[C:24]=2[CH:25]=[CH:26][C:27](=[O:34])[NH:28]3)[CH2:13][CH2:14]1. (5) The product is: [CH3:16][O:17][C:18]([C:20]1[CH:24]=[C:23]([Br:25])[N:22]([CH:26]([CH3:28])[CH3:27])[C:21]=1[CH:29]([NH:42][C:41]1[CH:43]=[CH:44][C:45]([F:46])=[C:39]([Cl:38])[CH:40]=1)[C:31]1[CH:36]=[CH:35][C:34]([Cl:37])=[CH:33][CH:32]=1)=[O:19]. Given the reactants N1C=CC=CC=1.O(S(C)(=O)=O)S(C)(=O)=O.[CH3:16][O:17][C:18]([C:20]1[CH:24]=[C:23]([Br:25])[N:22]([CH:26]([CH3:28])[CH3:27])[C:21]=1[CH:29]([C:31]1[CH:36]=[CH:35][C:34]([Cl:37])=[CH:33][CH:32]=1)O)=[O:19].[Cl:38][C:39]1[CH:40]=[C:41]([CH:43]=[CH:44][C:45]=1[F:46])[NH2:42], predict the reaction product. (6) Given the reactants [CH3:1][N:2]1[C:6]2[N:7]=[C:8]([S:24][CH2:25][CH2:26][CH2:27][C:28]([O:30]C(C)(C)C)=[O:29])[N:9]([C:12]3[CH:17]=[CH:16][C:15]([O:18][CH2:19][C:20]([F:23])([F:22])[F:21])=[CH:14][CH:13]=3)[C:10](=[O:11])[C:5]=2[CH:4]=[CH:3]1.Cl, predict the reaction product. The product is: [CH3:1][N:2]1[C:6]2[N:7]=[C:8]([S:24][CH2:25][CH2:26][CH2:27][C:28]([OH:30])=[O:29])[N:9]([C:12]3[CH:17]=[CH:16][C:15]([O:18][CH2:19][C:20]([F:23])([F:22])[F:21])=[CH:14][CH:13]=3)[C:10](=[O:11])[C:5]=2[CH:4]=[CH:3]1.